Dataset: Catalyst prediction with 721,799 reactions and 888 catalyst types from USPTO. Task: Predict which catalyst facilitates the given reaction. (1) Reactant: [OH:1][CH2:2][CH2:3][CH2:4][NH:5][CH:6]1[CH2:11][CH2:10][CH2:9][N:8]([C:12]([O:14][C:15]([CH3:18])([CH3:17])[CH3:16])=[O:13])[CH2:7]1.Cl[C:20]1[N:25]=[C:24]([N:26]2[CH2:31][CH2:30][O:29][CH2:28][CH2:27]2)[N:23]=[C:22]([N:32]2[C:36]3[CH:37]=[CH:38][CH:39]=[C:40]([O:41][CH3:42])[C:35]=3[N:34]=[C:33]2[CH:43]([F:45])[F:44])[N:21]=1.CCN(C(C)C)C(C)C. Product: [F:45][CH:43]([F:44])[C:33]1[N:32]([C:22]2[N:23]=[C:24]([N:26]3[CH2:31][CH2:30][O:29][CH2:28][CH2:27]3)[N:25]=[C:20]([N:5]([CH2:4][CH2:3][CH2:2][OH:1])[CH:6]3[CH2:11][CH2:10][CH2:9][N:8]([C:12]([O:14][C:15]([CH3:18])([CH3:17])[CH3:16])=[O:13])[CH2:7]3)[N:21]=2)[C:36]2[CH:37]=[CH:38][CH:39]=[C:40]([O:41][CH3:42])[C:35]=2[N:34]=1. The catalyst class is: 18. (2) Reactant: [CH3:1]N(C(ON1N=NC2C=CC=NC1=2)=[N+](C)C)C.F[P-](F)(F)(F)(F)F.C(N(CC)C(C)C)(C)C.[NH2:34][C:35]1[C:36]([C:45]([OH:47])=O)=[CH:37][C:38]2[C:43]([CH:44]=1)=[CH:42][CH:41]=[CH:40][CH:39]=2.[NH2:48][C@@H:49]([CH:53]1[CH2:58][CH2:57][CH:56]([OH:59])[CH2:55][CH2:54]1)[C:50]([OH:52])=[O:51].C([O-])(O)=O.[Na+]. Product: [NH2:34][C:35]1[C:36]([C:45]([NH:48][C@@H:49]([CH:53]2[CH2:58][CH2:57][CH:56]([OH:59])[CH2:55][CH2:54]2)[C:50]([O:52][CH3:1])=[O:51])=[O:47])=[CH:37][C:38]2[C:43]([CH:44]=1)=[CH:42][CH:41]=[CH:40][CH:39]=2. The catalyst class is: 85. (3) Reactant: [H-].[Na+].Cl.[O:4]=[C:5]1[C:10]([C:11]([O:13][CH3:14])=[O:12])=[CH:9][CH:8]=[CH:7][NH:6]1.[C:15]1([CH:21]([C:34]2[CH:39]=[CH:38][CH:37]=[CH:36][CH:35]=2)[CH2:22]OS(C2C(C)=CC=CC=2)(=O)=O)[CH:20]=[CH:19][CH:18]=[CH:17][CH:16]=1. The catalyst class is: 3. Product: [C:15]1([CH:21]([C:34]2[CH:35]=[CH:36][CH:37]=[CH:38][CH:39]=2)[CH2:22][N:6]2[CH:7]=[CH:8][CH:9]=[C:10]([C:11]([O:13][CH3:14])=[O:12])[C:5]2=[O:4])[CH:20]=[CH:19][CH:18]=[CH:17][CH:16]=1. (4) Product: [F:7][C:8]1[CH:13]=[C:12]([OH:14])[CH:11]=[CH:10][C:9]=1[CH2:15][CH2:16][OH:17]. The catalyst class is: 1. Reactant: B.O1CCCC1.[F:7][C:8]1[CH:13]=[C:12]([OH:14])[CH:11]=[CH:10][C:9]=1[CH2:15][C:16](O)=[O:17].O. (5) Reactant: [NH2:1][C:2]([C:4]1[CH:5]=[C:6]([Br:26])[CH:7]=[C:8]2[C:12]=1[NH:11][CH:10]=[C:9]2[C:13]1[CH2:14][CH2:15][N:16]([C:19]([O:21][C:22]([CH3:25])([CH3:24])[CH3:23])=[O:20])[CH2:17][CH:18]=1)=[O:3]. Product: [NH2:1][C:2]([C:4]1[CH:5]=[C:6]([Br:26])[CH:7]=[C:8]2[C:12]=1[NH:11][CH:10]=[C:9]2[CH:13]1[CH2:14][CH2:15][N:16]([C:19]([O:21][C:22]([CH3:24])([CH3:23])[CH3:25])=[O:20])[CH2:17][CH2:18]1)=[O:3]. The catalyst class is: 810. (6) Reactant: C(N1C=CN=C1)(N1C=CN=C1)=O.[N+:13]([C:16]1[CH:17]=[C:18]([C:26]([OH:28])=O)[C:19]2[CH2:20][CH2:21][CH2:22][CH2:23][C:24]=2[CH:25]=1)([O-:15])=[O:14].[CH2:29]([O:31][C:32](=[O:37])[CH2:33]C(O)=O)[CH3:30]. Product: [N+:13]([C:16]1[CH:17]=[C:18]([C:26](=[O:28])[CH2:33][C:32]([O:31][CH2:29][CH3:30])=[O:37])[C:19]2[CH2:20][CH2:21][CH2:22][CH2:23][C:24]=2[CH:25]=1)([O-:15])=[O:14]. The catalyst class is: 54. (7) Reactant: [CH2:1]([C:3]1[N:4]=[C:5]([C:8]2[CH:33]=[CH:32][C:11]([O:12][CH2:13][CH2:14][CH2:15][O:16][C:17]3[CH:18]=[C:19]4[C:23](=[CH:24][CH:25]=3)[C@H:22]([CH2:26][C:27]([O:29]CC)=[O:28])[CH2:21][CH2:20]4)=[C:10]([CH2:34][CH2:35][CH3:36])[CH:9]=2)[S:6][CH:7]=1)[CH3:2].O[Li].O. Product: [CH2:1]([C:3]1[N:4]=[C:5]([C:8]2[CH:33]=[CH:32][C:11]([O:12][CH2:13][CH2:14][CH2:15][O:16][C:17]3[CH:18]=[C:19]4[C:23](=[CH:24][CH:25]=3)[C@H:22]([CH2:26][C:27]([OH:29])=[O:28])[CH2:21][CH2:20]4)=[C:10]([CH2:34][CH2:35][CH3:36])[CH:9]=2)[S:6][CH:7]=1)[CH3:2]. The catalyst class is: 278.